Dataset: Catalyst prediction with 721,799 reactions and 888 catalyst types from USPTO. Task: Predict which catalyst facilitates the given reaction. (1) Reactant: C(O)(C(F)(F)F)=O.[CH3:8][O:9][C:10]1[CH:15]=[CH:14][C:13]([C:16]2[N:17]=[CH:18][N:19]([C:21]([N:23]([CH:25]3[CH2:30][CH2:29][N:28](C(OC(C)(C)C)=O)[CH2:27][CH2:26]3)[CH3:24])=[O:22])[CH:20]=2)=[CH:12][C:11]=1[CH3:38].[ClH:39]. Product: [ClH:39].[CH3:8][O:9][C:10]1[CH:15]=[CH:14][C:13]([C:16]2[N:17]=[CH:18][N:19]([C:21]([N:23]([CH3:24])[CH:25]3[CH2:30][CH2:29][NH:28][CH2:27][CH2:26]3)=[O:22])[CH:20]=2)=[CH:12][C:11]=1[CH3:38]. The catalyst class is: 27. (2) Reactant: Cl[C:2]1[C:11]2[CH2:10][CH2:9][CH2:8][CH2:7][C:6]=2[N:5]=[C:4]([C:12]2[CH:17]=[C:16]([Cl:18])[CH:15]=[CH:14][C:13]=2[F:19])[N:3]=1.[IH:20].[Na+].[I-]. Product: [Cl:18][C:16]1[CH:15]=[CH:14][C:13]([F:19])=[C:12]([C:4]2[N:3]=[C:2]([I:20])[C:11]3[CH2:10][CH2:9][CH2:8][CH2:7][C:6]=3[N:5]=2)[CH:17]=1. The catalyst class is: 6.